From a dataset of Peptide-MHC class II binding affinity with 134,281 pairs from IEDB. Regression. Given a peptide amino acid sequence and an MHC pseudo amino acid sequence, predict their binding affinity value. This is MHC class II binding data. (1) The peptide sequence is PSNVASHVRVNVYLS. The MHC is DRB1_0901 with pseudo-sequence DRB1_0901. The binding affinity (normalized) is 0.118. (2) The peptide sequence is TRSVETDKGPLDKEA. The MHC is HLA-DQA10102-DQB10501 with pseudo-sequence HLA-DQA10102-DQB10501. The binding affinity (normalized) is 0.